From a dataset of Peptide-MHC class II binding affinity with 134,281 pairs from IEDB. Regression. Given a peptide amino acid sequence and an MHC pseudo amino acid sequence, predict their binding affinity value. This is MHC class II binding data. (1) The peptide sequence is GELQIVDKIDAPFKI. The MHC is DRB3_0101 with pseudo-sequence DRB3_0101. The binding affinity (normalized) is 0.781. (2) The peptide sequence is HFSNVFRSVMAPFTM. The MHC is DRB3_0101 with pseudo-sequence DRB3_0101. The binding affinity (normalized) is 0.493. (3) The peptide sequence is CHTGVGPNMSCDDVV. The MHC is DRB1_0405 with pseudo-sequence DRB1_0405. The binding affinity (normalized) is 0.0713. (4) The peptide sequence is AHARSYQTLSTQAAA. The MHC is HLA-DQA10201-DQB10202 with pseudo-sequence HLA-DQA10201-DQB10202. The binding affinity (normalized) is 0.451. (5) The binding affinity (normalized) is 0.0287. The MHC is HLA-DPA10103-DPB10301 with pseudo-sequence HLA-DPA10103-DPB10301. The peptide sequence is IKEKGKDKWIALKES. (6) The peptide sequence is AAGTEISLDLLDPIY. The MHC is HLA-DQA10301-DQB10302 with pseudo-sequence HLA-DQA10301-DQB10302. The binding affinity (normalized) is 0.484. (7) The peptide sequence is ITDTTIGTGDDCISI. The MHC is DRB1_1201 with pseudo-sequence DRB1_1201. The binding affinity (normalized) is 0.